Predict the reactants needed to synthesize the given product. From a dataset of Full USPTO retrosynthesis dataset with 1.9M reactions from patents (1976-2016). The reactants are: Br[C:2]1[CH:3]=[CH:4][C:5]([CH2:8][C@@H:9]([C:18]([O:20][CH3:21])=[O:19])[NH:10][C:11]([O:13][C:14]([CH3:17])([CH3:16])[CH3:15])=[O:12])=[N:6][CH:7]=1.C(=O)([O-])[O-].[Cs+].[Cs+].[C:28](=[NH:41])([C:35]1[CH:40]=[CH:39][CH:38]=[CH:37][CH:36]=1)[C:29]1[CH:34]=[CH:33][CH:32]=[CH:31][CH:30]=1. Given the product [C:14]([O:13][C:11]([NH:10][C@H:9]([C:18]([O:20][CH3:21])=[O:19])[CH2:8][C:5]1[CH:4]=[CH:3][C:2]([N:41]=[C:28]([C:29]2[CH:34]=[CH:33][CH:32]=[CH:31][CH:30]=2)[C:35]2[CH:40]=[CH:39][CH:38]=[CH:37][CH:36]=2)=[CH:7][N:6]=1)=[O:12])([CH3:17])([CH3:16])[CH3:15], predict the reactants needed to synthesize it.